Dataset: Catalyst prediction with 721,799 reactions and 888 catalyst types from USPTO. Task: Predict which catalyst facilitates the given reaction. Reactant: C(O)(C(F)(F)F)=O.C(OC(=O)[NH:14][C:15]1[N:20]=[C:19]([N:21]2[CH2:26][CH2:25][CH:24]([N:27]3[CH2:33][CH2:32][C:31]4[CH:34]=[C:35]([O:38][CH3:39])[CH:36]=[CH:37][C:30]=4[NH:29][C:28]3=[O:40])[CH2:23][CH2:22]2)[CH:18]=[C:17]([C:41]([C:43]2[CH:53]=[C:52]([CH3:54])[C:46]3[N:47]([CH3:51])[C:48](=[O:50])[O:49][C:45]=3[CH:44]=2)=[O:42])[CH:16]=1)(C)(C)C. Product: [NH2:14][C:15]1[N:20]=[C:19]([N:21]2[CH2:26][CH2:25][CH:24]([N:27]3[CH2:33][CH2:32][C:31]4[CH:34]=[C:35]([O:38][CH3:39])[CH:36]=[CH:37][C:30]=4[NH:29][C:28]3=[O:40])[CH2:23][CH2:22]2)[CH:18]=[C:17]([C:41]([C:43]2[CH:53]=[C:52]([CH3:54])[C:46]3[N:47]([CH3:51])[C:48](=[O:50])[O:49][C:45]=3[CH:44]=2)=[O:42])[CH:16]=1. The catalyst class is: 2.